This data is from Full USPTO retrosynthesis dataset with 1.9M reactions from patents (1976-2016). The task is: Predict the reactants needed to synthesize the given product. (1) Given the product [C:1]1([CH:7]([C:11]2[CH:16]=[CH:15][CH:14]=[CH:13][CH:12]=2)[C:8]([NH:17][CH2:18][CH2:19][CH2:20][N:21]2[CH2:26][CH2:25][CH:24]([C:27]3[CH:28]=[C:29]([NH:35][C:36](=[O:40])[CH:37]([CH3:38])[CH3:39])[CH:30]=[CH:31][C:32]=3[O:33][CH3:34])[CH2:23][CH2:22]2)=[O:9])[CH:6]=[CH:5][CH:4]=[CH:3][CH:2]=1, predict the reactants needed to synthesize it. The reactants are: [C:1]1([CH:7]([C:11]2[CH:16]=[CH:15][CH:14]=[CH:13][CH:12]=2)[C:8](Cl)=[O:9])[CH:6]=[CH:5][CH:4]=[CH:3][CH:2]=1.[NH2:17][CH2:18][CH2:19][CH2:20][N:21]1[CH2:26][CH2:25][CH:24]([C:27]2[CH:28]=[C:29]([NH:35][C:36](=[O:40])[CH:37]([CH3:39])[CH3:38])[CH:30]=[CH:31][C:32]=2[O:33][CH3:34])[CH2:23][CH2:22]1. (2) Given the product [Cl:1][C:2]1[CH:7]=[CH:6][C:5]([C@H:8]2[C:12]3[N:13]([CH:22]([CH3:24])[CH3:23])[C:14]([CH:16]4[CH2:21][CH2:20][O:19][CH2:18][CH2:17]4)=[N:15][C:11]=3[C:10](=[O:25])[N:9]2[C:26]2[CH:27]=[C:28]([CH3:36])[C:29]3[N:30]([C:32]([CH3:35])=[N:33][N:34]=3)[N:31]=2)=[CH:4][CH:3]=1, predict the reactants needed to synthesize it. The reactants are: [Cl:1][C:2]1[CH:7]=[CH:6][C:5]([CH:8]2[C:12]3[N:13]([CH:22]([CH3:24])[CH3:23])[C:14]([CH:16]4[CH2:21][CH2:20][O:19][CH2:18][CH2:17]4)=[N:15][C:11]=3[C:10](=[O:25])[N:9]2[C:26]2[CH:27]=[C:28]([CH3:36])[C:29]3[N:30]([C:32]([CH3:35])=[N:33][N:34]=3)[N:31]=2)=[CH:4][CH:3]=1.